From a dataset of Full USPTO retrosynthesis dataset with 1.9M reactions from patents (1976-2016). Predict the reactants needed to synthesize the given product. (1) Given the product [CH3:17][CH:6]1[C:7]2([CH2:10][CH2:9][CH2:8]2)[O:11][C:12]2[C:4](=[C:3]([CH3:19])[C:2]([OH:1])=[C:14]([CH3:15])[C:13]=2[CH3:16])[CH:5]1[OH:18], predict the reactants needed to synthesize it. The reactants are: [OH:1][C:2]1[C:3]([CH3:19])=[C:4]2[C:12](=[C:13]([CH3:16])[C:14]=1[CH3:15])[O:11][C:7]1([CH2:10][CH2:9][CH2:8]1)[CH:6]([CH3:17])[C:5]2=[O:18].ClC=C1C2(CCC2)OC2C(=C(C)C(O)=C(C)C=2C)C1=O.[BH4-].[Na+]. (2) Given the product [Cl:29][C:26]1[S:25][C:24]([C:22]([NH:21][CH2:20][C:18]2[N:17]=[N:16][N:15]([C:3]3[CH:4]=[CH:5][C:6]([N:8]4[CH:13]=[CH:12][CH:11]=[CH:10][C:9]4=[O:14])=[CH:7][C:2]=3[NH:1][C:32]([NH2:33])=[O:30])[CH:19]=2)=[O:23])=[CH:28][CH:27]=1, predict the reactants needed to synthesize it. The reactants are: [NH2:1][C:2]1[CH:7]=[C:6]([N:8]2[CH:13]=[CH:12][CH:11]=[CH:10][C:9]2=[O:14])[CH:5]=[CH:4][C:3]=1[N:15]1[CH:19]=[C:18]([CH2:20][NH:21][C:22]([C:24]2[S:25][C:26]([Cl:29])=[CH:27][CH:28]=2)=[O:23])[N:17]=[N:16]1.[O:30]([C:32]#[N:33])[K]. (3) Given the product [F:1][C:2]1[CH:3]=[CH:4][C:5]([C:6]([NH:16][CH:15]([CH2:17][OH:18])[C:14]([O:13][CH3:12])=[O:19])=[O:8])=[CH:9][CH:10]=1, predict the reactants needed to synthesize it. The reactants are: [F:1][C:2]1[CH:10]=[CH:9][C:5]([C:6]([OH:8])=O)=[CH:4][CH:3]=1.Cl.[CH3:12][O:13][C:14](=[O:19])[C@H:15]([CH2:17][OH:18])[NH2:16].O.ON1C2C=CC=CC=2N=N1.F[P-](F)(F)(F)(F)F.N1(OC(N(C)C)=[N+](C)C)C2C=CC=CC=2N=N1.C(N(CC)CC)C. (4) Given the product [CH3:29][O:30][C:31]([C:33]1[CH:43]=[C:42]([O:44][C:54]2[CH:53]=[C:52]([F:59])[C:51]([C:50]([O:49][C:45]([CH3:47])([CH3:46])[CH3:48])=[O:60])=[C:56]([F:57])[CH:55]=2)[C:36]2[CH2:37][C:38]([CH3:41])([CH3:40])[O:39][C:35]=2[CH:34]=1)=[O:32], predict the reactants needed to synthesize it. The reactants are: COC(C1C=C(OC2C=CC(C(N3CCC3)=O)=CC=2)C2CC(C)(C)OC=2C=1)=O.[CH3:29][O:30][C:31]([C:33]1[CH:43]=[C:42]([OH:44])[C:36]2[CH2:37][C:38]([CH3:41])([CH3:40])[O:39][C:35]=2[CH:34]=1)=[O:32].[C:45]([O:49][C:50](=[O:60])[C:51]1[C:56]([F:57])=[CH:55][C:54](Br)=[CH:53][C:52]=1[F:59])([CH3:48])([CH3:47])[CH3:46].